This data is from Catalyst prediction with 721,799 reactions and 888 catalyst types from USPTO. The task is: Predict which catalyst facilitates the given reaction. (1) Reactant: [F:1][C:2]1[CH:3]=[CH:4][C:5]([CH3:33])=[C:6]([CH:32]=1)[O:7][CH2:8][C:9]1[C:10]([C:23]2[CH:28]=[CH:27][C:26]([OH:29])=[CH:25][C:24]=2[O:30][CH3:31])=[CH:11][CH:12]=[C:13]2[C:18]=1[N:17]([CH3:19])[C:16](=[O:20])[C:15]([CH3:22])([CH3:21])[NH:14]2.[CH3:34][N:35]([C:39]1[CH:44]=[CH:43][CH:42]=[CH:41][CH:40]=1)[C:36](Cl)=[O:37]. Product: [F:1][C:2]1[CH:3]=[CH:4][C:5]([CH3:33])=[C:6]([CH:32]=1)[O:7][CH2:8][C:9]1[C:10]([C:23]2[CH:28]=[CH:27][C:26]([O:29][C:36]([N:35]([CH3:34])[C:39]3[CH:44]=[CH:43][CH:42]=[CH:41][CH:40]=3)=[O:37])=[CH:25][C:24]=2[O:30][CH3:31])=[CH:11][CH:12]=[C:13]2[C:18]=1[N:17]([CH3:19])[C:16](=[O:20])[C:15]([CH3:22])([CH3:21])[NH:14]2. The catalyst class is: 17. (2) The catalyst class is: 32. Product: [CH3:1][C:2]1[CH:3]=[CH:4][C:5]([S:9][C:10]2[CH:11]=[CH:12][CH:13]=[CH:14][C:15]=2[N:16]2[CH2:17][CH2:18][NH:19][CH2:20][CH2:21]2)=[C:6]([CH3:8])[CH:7]=1.[C:22]1([S:36]([O-:39])(=[O:38])=[O:37])[C:31]2[CH:30]=[CH:29][CH:28]=[C:27]([S:32]([O-:35])(=[O:34])=[O:33])[C:26]=2[CH:25]=[CH:24][CH:23]=1. Reactant: [CH3:1][C:2]1[CH:3]=[CH:4][C:5]([S:9][C:10]2[CH:11]=[CH:12][CH:13]=[CH:14][C:15]=2[N:16]2[CH2:21][CH2:20][NH:19][CH2:18][CH2:17]2)=[C:6]([CH3:8])[CH:7]=1.[C:22]1([S:36]([OH:39])(=[O:38])=[O:37])[C:31]2[CH:30]=[CH:29][CH:28]=[C:27]([S:32]([OH:35])(=[O:34])=[O:33])[C:26]=2[CH:25]=[CH:24][CH:23]=1. (3) Reactant: [OH:1][C:2]1[CH:10]=[CH:9][CH:8]=[C:7]2[C:3]=1[CH:4]=[CH:5][NH:6]2.[H-].[Na+].C([O:15][C:16](=O)[C:17]([C:27]#[N:28])=[CH:18][C:19]1[CH:24]=[CH:23][CH:22]=[C:21]([O:25][CH3:26])[CH:20]=1)C. Product: [C:27]([CH:17]1[C:18]([C:19]2[CH:24]=[CH:23][CH:22]=[C:21]([O:25][CH3:26])[CH:20]=2)=[C:10]2[C:2](=[C:3]3[CH:4]=[CH:5][N:6]=[C:7]3[CH:8]=[CH:9]2)[O:1][C:16]1=[O:15])#[N:28]. The catalyst class is: 11.